From a dataset of Forward reaction prediction with 1.9M reactions from USPTO patents (1976-2016). Predict the product of the given reaction. Given the reactants [N:1]([CH2:4][C:5]1[O:6][C:7]2[CH:13]=[C:12]([Cl:14])[CH:11]=[CH:10][C:8]=2[CH:9]=1)=[N+]=[N-].O.C1C=CC(P(C2C=CC=CC=2)C2C=CC=CC=2)=CC=1, predict the reaction product. The product is: [Cl:14][C:12]1[CH:11]=[CH:10][C:8]2[CH:9]=[C:5]([CH2:4][NH2:1])[O:6][C:7]=2[CH:13]=1.